Dataset: Full USPTO retrosynthesis dataset with 1.9M reactions from patents (1976-2016). Task: Predict the reactants needed to synthesize the given product. (1) Given the product [Cl:8][C:6]1[N:7]=[C:2]([NH:1][C:12](=[O:13])[O:14][CH2:15][CH:16]=[CH2:17])[CH:3]=[CH:4][C:5]=1[C:9]#[N:10], predict the reactants needed to synthesize it. The reactants are: [NH2:1][C:2]1[N:7]=[C:6]([Cl:8])[C:5]([C:9]#[N:10])=[CH:4][CH:3]=1.Cl[C:12]([O:14][CH2:15][CH:16]=[CH2:17])=[O:13].C(N(CC)C(C)C)(C)C. (2) Given the product [F:8][CH2:22][C:19]1[CH:18]=[CH:17][C:16]([CH2:15][O:14][CH2:13][O:12][CH3:11])=[N:21][CH:20]=1, predict the reactants needed to synthesize it. The reactants are: O1CCN(S(F)(F)[F:8])CC1.[CH3:11][O:12][CH2:13][O:14][CH2:15][C:16]1[N:21]=[CH:20][C:19]([CH2:22]O)=[CH:18][CH:17]=1.C([O-])(O)=O.[Na+]. (3) The reactants are: [F:1][C:2]1[C:7]([F:8])=[CH:6][CH:5]=[CH:4][C:3]=1[C:9]1[N:17]=[C:12]2[CH:13]=[N:14][NH:15][CH:16]=[C:11]2[N:10]=1.Cl[CH2:19][C:20]1[O:24][N:23]=[C:22]([C:25]2[CH:30]=[CH:29][C:28]([O:31][C:32]([F:35])([F:34])[F:33])=[C:27]([Cl:36])[CH:26]=2)[CH:21]=1. Given the product [Cl:36][C:27]1[CH:26]=[C:25]([C:22]2[CH:21]=[C:20]([CH2:19][N:14]3[CH:13]=[C:12]4[N:17]=[C:9]([C:3]5[CH:4]=[CH:5][CH:6]=[C:7]([F:8])[C:2]=5[F:1])[N:10]=[C:11]4[CH:16]=[N:15]3)[O:24][N:23]=2)[CH:30]=[CH:29][C:28]=1[O:31][C:32]([F:34])([F:33])[F:35], predict the reactants needed to synthesize it. (4) Given the product [CH3:15][C:16]1[CH:17]=[CH:18][C:19]([OH:25])=[C:20]([C:21]2[O:1][N:2]=[C:3]([C:5]3[CH:10]=[CH:9][C:8]([C:11]([F:12])([F:13])[F:14])=[CH:7][N:6]=3)[N:4]=2)[CH:24]=1, predict the reactants needed to synthesize it. The reactants are: [OH:1][NH:2][C:3]([C:5]1[CH:10]=[CH:9][C:8]([C:11]([F:14])([F:13])[F:12])=[CH:7][N:6]=1)=[NH:4].[CH3:15][C:16]1[CH:24]=[C:20]([C:21](O)=O)[C:19]([OH:25])=[CH:18][CH:17]=1.